Task: Predict which catalyst facilitates the given reaction.. Dataset: Catalyst prediction with 721,799 reactions and 888 catalyst types from USPTO Reactant: C[O:2][C:3](=[O:28])[CH2:4][NH:5][C:6]1[C:11]([Cl:12])=[C:10]([S:13]([C:16]2[CH:21]=[CH:20][C:19]([OH:22])=[C:18]([CH:23]([CH3:25])[CH3:24])[CH:17]=2)(=[O:15])=[O:14])[C:9]([Cl:26])=[C:8]([F:27])[N:7]=1.[Li+].[OH-].Cl. Product: [Cl:12][C:11]1[C:6]([NH:5][CH2:4][C:3]([OH:28])=[O:2])=[N:7][C:8]([F:27])=[C:9]([Cl:26])[C:10]=1[S:13]([C:16]1[CH:21]=[CH:20][C:19]([OH:22])=[C:18]([CH:23]([CH3:25])[CH3:24])[CH:17]=1)(=[O:14])=[O:15]. The catalyst class is: 1.